Dataset: Catalyst prediction with 721,799 reactions and 888 catalyst types from USPTO. Task: Predict which catalyst facilitates the given reaction. (1) Reactant: [C:1]([O:5][C:6]([N:8]1[CH2:20][CH2:19][C:18]2[C:17]3[C:12](=[CH:13][C:14](Br)=[CH:15][CH:16]=3)[N:11]([CH3:22])[C:10]=2[CH2:9]1)=[O:7])([CH3:4])([CH3:3])[CH3:2].[N:23]1[C:24]([CH2:32][O:33][C:34]2[CH:39]=[CH:38][NH:37][C:36](=[O:40])[CH:35]=2)=[CH:25][N:26]2[CH:31]=[CH:30][CH:29]=[CH:28][C:27]=12.C([O-])([O-])=O.[Cs+].[Cs+].OC1C=CC=C2C=1N=CC=C2. Product: [C:1]([O:5][C:6]([N:8]1[CH2:20][CH2:19][C:18]2[C:17]3[C:12](=[CH:13][C:14]([N:37]4[CH:38]=[CH:39][C:34]([O:33][CH2:32][C:24]5[N:23]=[C:27]6[CH:28]=[CH:29][CH:30]=[CH:31][N:26]6[CH:25]=5)=[CH:35][C:36]4=[O:40])=[CH:15][CH:16]=3)[N:11]([CH3:22])[C:10]=2[CH2:9]1)=[O:7])([CH3:4])([CH3:3])[CH3:2]. The catalyst class is: 846. (2) Reactant: [F:1][C:2]1[CH:9]=[CH:8][CH:7]=[C:4]([CH:5]=[O:6])[C:3]=1[OH:10].[N+:11]([O-])([OH:13])=[O:12]. Product: [F:1][C:2]1[C:3]([OH:10])=[C:4]([CH:7]=[C:8]([N+:11]([O-:13])=[O:12])[CH:9]=1)[CH:5]=[O:6]. The catalyst class is: 15. (3) Reactant: Cl.[CH3:2][NH:3][CH2:4][C:5]([C:7]1[CH:12]=[CH:11][CH:10]=[CH:9][CH:8]=1)=O.[S-:13][C:14]#[N:15].[K+].O. Product: [CH3:2][N:3]1[CH:4]=[C:5]([C:7]2[CH:12]=[CH:11][CH:10]=[CH:9][CH:8]=2)[NH:15][C:14]1=[S:13]. The catalyst class is: 15. (4) Reactant: [Cl:1][C:2]1[CH:3]=[C:4]([C:9]2[N:14]=[C:13]([CH2:15][CH:16]([CH3:18])[CH3:17])[N:12]=[C:11](O)[C:10]=2[C:20]#[N:21])[CH:5]=[CH:6][C:7]=1[Cl:8].O=P(Cl)(Cl)[Cl:24].C(=O)([O-])[O-].[K+].[K+]. Product: [Cl:1][C:2]1[CH:3]=[C:4]([C:9]2[N:14]=[C:13]([CH2:15][CH:16]([CH3:18])[CH3:17])[N:12]=[C:11]([Cl:24])[C:10]=2[C:20]#[N:21])[CH:5]=[CH:6][C:7]=1[Cl:8]. The catalyst class is: 12. (5) Reactant: [BH4-].[Na+].[Br:3][C:4]1[CH:12]=[CH:11][C:7](/[CH:8]=[N:9]\[CH3:10])=[CH:6][C:5]=1[Cl:13]. Product: [Br:3][C:4]1[CH:12]=[CH:11][C:7]([CH2:8][NH:9][CH3:10])=[CH:6][C:5]=1[Cl:13]. The catalyst class is: 5. (6) Reactant: Br[CH2:2][C@@H:3]([C:5]1[CH:10]=[CH:9][C:8]([C:11]([F:14])([F:13])[F:12])=[C:7]([F:15])[CH:6]=1)[OH:4].C([O-])([O-])=O.[K+].[K+].CC(C)=O. Product: [F:15][C:7]1[CH:6]=[C:5]([C@@H:3]2[CH2:2][O:4]2)[CH:10]=[CH:9][C:8]=1[C:11]([F:14])([F:13])[F:12]. The catalyst class is: 6.